From a dataset of Forward reaction prediction with 1.9M reactions from USPTO patents (1976-2016). Predict the product of the given reaction. Given the reactants [NH:1]1[CH2:5][CH2:4][CH2:3][CH2:2]1.C(O[BH-](OC(=O)C)OC(=O)C)(=O)C.[Na+].[Br:20][C:21]1[CH:28]=[C:27]([F:29])[C:24]([CH:25]=O)=[C:23]([F:30])[CH:22]=1.OS([O-])(=O)=O.[Na+], predict the reaction product. The product is: [Br:20][C:21]1[CH:28]=[C:27]([F:29])[C:24]([CH2:25][N:1]2[CH2:5][CH2:4][CH2:3][CH2:2]2)=[C:23]([F:30])[CH:22]=1.